Task: Predict the product of the given reaction.. Dataset: Forward reaction prediction with 1.9M reactions from USPTO patents (1976-2016) (1) Given the reactants [CH:1]1[CH:2]=[N:3][C:4]([NH:7][S:8]([C:11]2[CH:12]=[CH:13][C:14]([NH2:17])=[CH:15][CH:16]=2)(=[O:10])=[O:9])=[N:5][CH:6]=1.Cl[CH2:19][C:20]1[NH:21][C:22]2[CH:28]=[CH:27][CH:26]=[CH:25][C:23]=2[N:24]=1.C(O)(=O)C, predict the reaction product. The product is: [NH:21]1[C:22]2[CH:28]=[CH:27][CH:26]=[CH:25][C:23]=2[N:24]=[C:20]1[CH2:19][NH:17][C:14]1[CH:15]=[CH:16][C:11]([S:8]([NH:7][C:4]2[N:5]=[CH:6][CH:1]=[CH:2][N:3]=2)(=[O:10])=[O:9])=[CH:12][CH:13]=1. (2) The product is: [CH2:8]([O:7][C:5](=[O:6])[CH2:4][C:16]1([NH:12][CH2:13][CH2:15][C:5]([O:7][CH2:8][CH3:9])=[O:6])[CH2:17][CH2:18]1)[CH3:9]. Given the reactants Cl.NC[CH2:4][C:5]([O:7][CH2:8][CH3:9])=[O:6].CC[N:12]([CH:16]([CH3:18])[CH3:17])[CH:13]([CH3:15])C.C(Cl)Cl, predict the reaction product. (3) Given the reactants Cl[C:2]1[C:7]([CH:8]([CH2:13][CH2:14][CH3:15])[C:9]([O:11][CH3:12])=[O:10])=[C:6]([CH3:16])[N:5]=[C:4]([N:17]2[CH2:22][CH2:21][CH2:20][CH2:19][CH2:18]2)[N:3]=1.C(N(CC)C(C)C)(C)C.[F:32][C:33]1[CH:38]=[C:37]([F:39])[C:36]([F:40])=[CH:35][C:34]=1B(O)O, predict the reaction product. The product is: [CH3:16][C:6]1[C:7]([CH:8]([CH2:13][CH2:14][CH3:15])[C:9]([O:11][CH3:12])=[O:10])=[C:2]([C:34]2[CH:35]=[C:36]([F:40])[C:37]([F:39])=[CH:38][C:33]=2[F:32])[N:3]=[C:4]([N:17]2[CH2:22][CH2:21][CH2:20][CH2:19][CH2:18]2)[N:5]=1. (4) Given the reactants [CH3:1][C:2]1[N:3]=[CH:4][C:5]([C:9]([OH:11])=[O:10])=[N:6][C:7]=1[CH3:8].S(Cl)([Cl:14])=O.[CH3:16]O, predict the reaction product. The product is: [ClH:14].[CH3:1][C:2]1[N:3]=[CH:4][C:5]([C:9]([O:11][CH3:16])=[O:10])=[N:6][C:7]=1[CH3:8]. (5) Given the reactants [CH3:1][C:2]1[CH:7]=[C:6]([CH3:8])[NH:5][C:4](=[O:9])[C:3]=1[C:10]#[N:11].CC([O-])=O.[Na+].[ClH:17], predict the reaction product. The product is: [ClH:17].[NH2:11][CH2:10][C:3]1[C:4](=[O:9])[NH:5][C:6]([CH3:8])=[CH:7][C:2]=1[CH3:1]. (6) Given the reactants Cl.[N:2]1([CH2:7][C:8]([OH:10])=O)[CH:6]=[CH:5][N:4]=[N:3]1.[NH2:11][C@@H:12]([CH2:30][O:31][CH2:32][C:33]1[CH:38]=[CH:37][CH:36]=[CH:35][CH:34]=1)[C:13]([NH:15][C:16]1[CH:21]=[CH:20][C:19]([O:22][C:23]2[CH:28]=[CH:27][C:26]([F:29])=[CH:25][CH:24]=2)=[CH:18][CH:17]=1)=[O:14], predict the reaction product. The product is: [N:2]1([CH2:7][C:8]([NH:11][C@@H:12]([CH2:30][O:31][CH2:32][C:33]2[CH:34]=[CH:35][CH:36]=[CH:37][CH:38]=2)[C:13]([NH:15][C:16]2[CH:17]=[CH:18][C:19]([O:22][C:23]3[CH:28]=[CH:27][C:26]([F:29])=[CH:25][CH:24]=3)=[CH:20][CH:21]=2)=[O:14])=[O:10])[CH:6]=[CH:5][N:4]=[N:3]1. (7) Given the reactants Br[C:2]1[N:7]=[C:6]([C:8]2[N:12]([CH:13]3[CH2:18][CH2:17][O:16][CH2:15][CH2:14]3)[C:11]([CH3:19])=[N:10][CH:9]=2)[C:5]([F:20])=[CH:4][N:3]=1.[CH:21]1([NH2:27])[CH2:26][CH2:25][CH2:24][CH2:23][CH2:22]1, predict the reaction product. The product is: [CH:21]1([NH:27][C:2]2[N:7]=[C:6]([C:8]3[N:12]([CH:13]4[CH2:18][CH2:17][O:16][CH2:15][CH2:14]4)[C:11]([CH3:19])=[N:10][CH:9]=3)[C:5]([F:20])=[CH:4][N:3]=2)[CH2:26][CH2:25][CH2:24][CH2:23][CH2:22]1.